Dataset: Full USPTO retrosynthesis dataset with 1.9M reactions from patents (1976-2016). Task: Predict the reactants needed to synthesize the given product. (1) The reactants are: [H-].[Al+3].[Li+].[H-].[H-].[H-].[N+:7]([CH:10]=[CH:11][C:12]1[O:13][C:14]([C:17]2[CH:22]=[CH:21][CH:20]=[CH:19][CH:18]=2)=[CH:15][CH:16]=1)([O-])=O. Given the product [C:17]1([C:14]2[O:13][C:12]([CH2:11][CH2:10][NH2:7])=[CH:16][CH:15]=2)[CH:18]=[CH:19][CH:20]=[CH:21][CH:22]=1, predict the reactants needed to synthesize it. (2) Given the product [CH3:16][O:15][C:13](=[O:14])[CH2:12][CH2:11][N:1]1[C:9]2[C:4](=[CH:5][CH:6]=[CH:7][CH:8]=2)[CH2:3][CH2:2]1, predict the reactants needed to synthesize it. The reactants are: [NH:1]1[C:9]2[C:4](=[CH:5][CH:6]=[CH:7][CH:8]=2)[CH2:3][CH2:2]1.Br[CH2:11][CH2:12][C:13]([O:15][CH3:16])=[O:14].C(=O)([O-])[O-].[K+].[K+]. (3) Given the product [CH3:14][Si:13]([CH3:16])([CH3:15])[CH2:12][CH2:11][O:10][CH2:9][N:8]([CH2:17][O:18][CH2:19][CH2:20][Si:21]([CH3:24])([CH3:23])[CH3:22])[C:6]1[N:5]2[N:25]=[CH:26][C:27]([C:28]3[CH:29]=[N:30][C:31]4[C:36]([CH:37]=3)=[CH:35][C:34]([F:38])=[CH:33][CH:32]=4)=[C:4]2[N:3]=[C:2]([NH:39][CH:40]2[CH2:41][CH2:42][N:43]([C:46]([O:48][C:49]([CH3:52])([CH3:51])[CH3:50])=[O:47])[CH2:44][CH2:45]2)[CH:7]=1, predict the reactants needed to synthesize it. The reactants are: Cl[C:2]1[CH:7]=[C:6]([N:8]([CH2:17][O:18][CH2:19][CH2:20][Si:21]([CH3:24])([CH3:23])[CH3:22])[CH2:9][O:10][CH2:11][CH2:12][Si:13]([CH3:16])([CH3:15])[CH3:14])[N:5]2[N:25]=[CH:26][C:27]([C:28]3[CH:29]=[N:30][C:31]4[C:36]([CH:37]=3)=[CH:35][C:34]([F:38])=[CH:33][CH:32]=4)=[C:4]2[N:3]=1.[NH2:39][CH:40]1[CH2:45][CH2:44][N:43]([C:46]([O:48][C:49]([CH3:52])([CH3:51])[CH3:50])=[O:47])[CH2:42][CH2:41]1.C([O-])(O)=O.[Na+]. (4) Given the product [CH2:10]([Sn:5]([CH2:1][CH2:2][CH2:3][CH3:4])([CH2:6][CH2:7][CH2:8][CH3:9])[C:23]1[N:28]=[C:27]([NH:29][C@@H:30]2[CH2:35][CH2:34][CH2:33][N:32]([C:36]([O:38][C:39]([CH3:42])([CH3:41])[CH3:40])=[O:37])[CH2:31]2)[CH:26]=[N:25][CH:24]=1)[CH2:11][CH2:12][CH3:13], predict the reactants needed to synthesize it. The reactants are: [CH2:1]([SnH:5]([CH2:10][CH2:11][CH2:12][CH3:13])[CH2:6][CH2:7][CH2:8][CH3:9])[CH2:2][CH2:3][CH3:4].[Li+].CC([N-]C(C)C)C.Cl[C:23]1[N:28]=[C:27]([NH:29][C@@H:30]2[CH2:35][CH2:34][CH2:33][N:32]([C:36]([O:38][C:39]([CH3:42])([CH3:41])[CH3:40])=[O:37])[CH2:31]2)[CH:26]=[N:25][CH:24]=1. (5) The reactants are: C([N:8]1[C@H:12]([C:13]([O:15][CH2:16][CH3:17])=[O:14])[CH2:11][CH2:10][C@@H:9]1[C:18]([O:20][CH2:21][CH3:22])=[O:19])C1C=CC=CC=1. Given the product [NH:8]1[C@H:12]([C:13]([O:15][CH2:16][CH3:17])=[O:14])[CH2:11][CH2:10][C@@H:9]1[C:18]([O:20][CH2:21][CH3:22])=[O:19], predict the reactants needed to synthesize it. (6) Given the product [Br:20][CH2:12][C:6]1[C:5]([C:13]2[CH:18]=[CH:17][CH:16]=[C:15]([F:19])[CH:14]=2)=[N:4][C:3]2[C:8](=[CH:9][CH:10]=[CH:11][C:2]=2[Cl:1])[N:7]=1, predict the reactants needed to synthesize it. The reactants are: [Cl:1][C:2]1[CH:11]=[CH:10][CH:9]=[C:8]2[C:3]=1[N:4]=[C:5]([C:13]1[CH:18]=[CH:17][CH:16]=[C:15]([F:19])[CH:14]=1)[C:6]([CH3:12])=[N:7]2.[Br:20]N1C(C)(C)C(=O)N(Br)C1=O.C(Cl)(Cl)(Cl)Cl.C(OOC(=O)C1C=CC=CC=1)(=O)C1C=CC=CC=1. (7) Given the product [ClH:35].[ClH:35].[ClH:35].[F:1][C:2]1[CH:3]=[N:4][C:5]([NH:8][C:9]2[S:10][C:11]3[CH2:17][CH2:16][N:15]([CH2:18][C:19]4[CH:24]=[CH:23][C:22]([N:25]5[CH2:30][CH2:29][O:28][CH2:27][CH2:26]5)=[CH:21][N:20]=4)[C:14]4=[N:31][NH:32][CH:33]=[C:13]4[C:12]=3[N:34]=2)=[N:6][CH:7]=1, predict the reactants needed to synthesize it. The reactants are: [F:1][C:2]1[CH:3]=[N:4][C:5]([NH:8][C:9]2[S:10][C:11]3[CH2:17][CH2:16][N:15]([CH2:18][C:19]4[CH:24]=[CH:23][C:22]([N:25]5[CH2:30][CH2:29][O:28][CH2:27][CH2:26]5)=[CH:21][N:20]=4)[C:14]4=[N:31][NH:32][CH:33]=[C:13]4[C:12]=3[N:34]=2)=[N:6][CH:7]=1.[ClH:35]. (8) Given the product [Cl:1][C:2]1[N:3]=[C:4]([N:18]2[CH2:19][CH2:20][O:21][CH2:22][CH2:23]2)[C:5]2[S:10][C:9]([CH2:11][N:12]3[CH2:17][CH2:16][N:15]([CH2:36][C:35]4[NH:31][CH:32]=[CH:33][N:34]=4)[CH2:14][CH2:13]3)=[CH:8][C:6]=2[N:7]=1, predict the reactants needed to synthesize it. The reactants are: [Cl:1][C:2]1[N:3]=[C:4]([N:18]2[CH2:23][CH2:22][O:21][CH2:20][CH2:19]2)[C:5]2[S:10][C:9]([CH2:11][N:12]3[CH2:17][CH2:16][NH:15][CH2:14][CH2:13]3)=[CH:8][C:6]=2[N:7]=1.C([N:31]1[CH2:36][CH2:35][NH:34][CH2:33][CH2:32]1)(OC(C)(C)C)=O.Cl.N1C=CN=C1C=O.